From a dataset of Full USPTO retrosynthesis dataset with 1.9M reactions from patents (1976-2016). Predict the reactants needed to synthesize the given product. (1) Given the product [CH2:1]([N:8]1[C:13](=[O:14])[C:12]([C:15]2[CH:20]=[CH:19][C:18]([F:21])=[CH:17][CH:16]=2)=[C:11]([C:22]2[CH:23]=[CH:24][C:25]([S:28]([CH3:29])=[O:30])=[CH:26][CH:27]=2)[CH:10]=[N:9]1)[C:2]1[CH:3]=[CH:4][CH:5]=[CH:6][CH:7]=1, predict the reactants needed to synthesize it. The reactants are: [CH2:1]([N:8]1[C:13](=[O:14])[C:12]([C:15]2[CH:20]=[CH:19][C:18]([F:21])=[CH:17][CH:16]=2)=[C:11]([C:22]2[CH:27]=[CH:26][C:25]([S:28][CH3:29])=[CH:24][CH:23]=2)[CH:10]=[N:9]1)[C:2]1[CH:7]=[CH:6][CH:5]=[CH:4][CH:3]=1.[OH:30]C1C(OS(C2C=CC(C)=CC=2)(=O)=O)=C(I)C=CC=1. (2) Given the product [CH3:14][O:12][C:11]([C:4]1[C:3]2[C:7](=[CH:8][CH:9]=[CH:10][C:2]=2[F:1])[NH:6][CH:5]=1)=[O:13], predict the reactants needed to synthesize it. The reactants are: [F:1][C:2]1[CH:10]=[CH:9][CH:8]=[C:7]2[C:3]=1[C:4]([C:11]([OH:13])=[O:12])=[CH:5][NH:6]2.[CH3:14]O. (3) Given the product [CH2:20]([O:18][C:15]1[CH:14]=[CH:13][C:12]([C:2]2[CH2:11][CH2:10][C:5]3([O:9][CH2:8][CH2:7][O:6]3)[CH2:4][CH:3]=2)=[N:17][CH:16]=1)[C:40]1[CH:45]=[CH:44][CH:43]=[CH:42][CH:41]=1, predict the reactants needed to synthesize it. The reactants are: O[C:2]1([C:12]2[N:17]=[CH:16][C:15]([OH:18])=[CH:14][CH:13]=2)[CH2:11][CH2:10][C:5]2([O:9][CH2:8][CH2:7][O:6]2)[CH2:4][CH2:3]1.[OH-].[CH3:20]OC(NS([N+](CC)(CC)CC)(=O)=O)=O.C([O-])(O)=O.[Na+].[CH:40]1[CH:45]=[CH:44][CH:43]=[CH:42][CH:41]=1.